From a dataset of Forward reaction prediction with 1.9M reactions from USPTO patents (1976-2016). Predict the product of the given reaction. (1) Given the reactants [CH2:1]([O:3][C:4]([C:6]1[C:20]([N+:21]([O-])=O)=[CH:19][C:9]2[N:10]=[C:11]([C:13]3[CH:18]=[CH:17][CH:16]=[CH:15][CH:14]=3)[O:12][C:8]=2[C:7]=1[Cl:24])=[O:5])[CH3:2].CC(O)=O, predict the reaction product. The product is: [CH2:1]([O:3][C:4]([C:6]1[C:20]([NH2:21])=[CH:19][C:9]2[N:10]=[C:11]([C:13]3[CH:18]=[CH:17][CH:16]=[CH:15][CH:14]=3)[O:12][C:8]=2[C:7]=1[Cl:24])=[O:5])[CH3:2]. (2) The product is: [F:33][CH:16]([F:15])[CH2:17][O:18][C:19]1[CH:24]=[CH:23][CH:22]=[C:21]([C:25]([F:26])([F:27])[F:28])[C:20]=1[S:29]([NH:1][C:2]1[N:10]=[C:9]2[N:4]([C:5]([O:13][CH3:14])=[N:6][CH:7]=[C:8]2[O:11][CH3:12])[N:3]=1)(=[O:30])=[O:31]. Given the reactants [NH2:1][C:2]1[N:10]=[C:9]2[N:4]([C:5]([O:13][CH3:14])=[N:6][CH:7]=[C:8]2[O:11][CH3:12])[N:3]=1.[F:15][CH:16]([F:33])[CH2:17][O:18][C:19]1[CH:24]=[CH:23][CH:22]=[C:21]([C:25]([F:28])([F:27])[F:26])[C:20]=1[S:29](Cl)(=[O:31])=[O:30].N1C=C(C)C=C(C)C=1, predict the reaction product. (3) Given the reactants [BH4-].[Na+].[C:3]([O:7][C:8]([NH:10][C:11]1[CH:12]=[C:13]([CH:18]=[C:19]([O:21][CH3:22])[CH:20]=1)[C:14](OC)=[O:15])=[O:9])([CH3:6])([CH3:5])[CH3:4].Cl, predict the reaction product. The product is: [OH:15][CH2:14][C:13]1[CH:12]=[C:11]([NH:10][C:8](=[O:9])[O:7][C:3]([CH3:5])([CH3:4])[CH3:6])[CH:20]=[C:19]([O:21][CH3:22])[CH:18]=1. (4) Given the reactants Cl.Br[C:3]1[CH:8]=[CH:7][N:6]=[CH:5][CH:4]=1.C(=O)(O)[O-].[Na+].OB(O)[C:16]1[CH:21]=[CH:20][CH:19]=[C:18]([N+:22]([O-:24])=[O:23])[CH:17]=1, predict the reaction product. The product is: [N+:22]([C:18]1[CH:17]=[C:16]([C:3]2[CH:8]=[CH:7][N:6]=[CH:5][CH:4]=2)[CH:21]=[CH:20][CH:19]=1)([O-:24])=[O:23]. (5) Given the reactants Br[C:2]1[C:10]2[C:9]([NH2:11])=[N:8][CH:7]=[N:6][C:5]=2[N:4]([CH:12]2[CH2:15][N:14]([CH3:16])[CH2:13]2)[CH:3]=1.CC1(C)C(C)(C)OB([C:25]2[CH:26]=[C:27]3[C:31](=[CH:32][CH:33]=2)[N:30]([C:34](=[O:46])[CH2:35][C:36]2[CH:41]=[CH:40][CH:39]=[C:38]([C:42]([F:45])([F:44])[F:43])[CH:37]=2)[CH2:29][CH2:28]3)O1.O1CCOCC1.C([O-])(O)=O.[Na+], predict the reaction product. The product is: [CH3:16][N:14]1[CH2:15][CH:12]([N:4]2[C:5]3[N:6]=[CH:7][N:8]=[C:9]([NH2:11])[C:10]=3[C:2]([C:25]3[CH:26]=[C:27]4[C:31](=[CH:32][CH:33]=3)[N:30]([C:34](=[O:46])[CH2:35][C:36]3[CH:41]=[CH:40][CH:39]=[C:38]([C:42]([F:45])([F:43])[F:44])[CH:37]=3)[CH2:29][CH2:28]4)=[CH:3]2)[CH2:13]1.